Dataset: Reaction yield outcomes from USPTO patents with 853,638 reactions. Task: Predict the reaction yield, written as a fraction of the theoretical maximum amount of product (1.0 means a 100% yield; for example, 0.34 means a 34% yield). (1) The reactants are C(O)(C(F)(F)F)=O.[CH3:8][C:9]1[CH:18]=[C:17]([CH2:19][N:20]2[C:28]3[C:23](=[CH:24][C:25]([C:29]([NH:31][CH:32]4[CH2:36][N:35](C(OC(C)(C)C)=O)[CH2:34][CH:33]4[C:44]([O:46][CH3:47])=[O:45])=[O:30])=[CH:26][CH:27]=3)[CH:22]=[CH:21]2)[C:16]2[C:11](=[CH:12][CH:13]=[CH:14][CH:15]=2)[N:10]=1. The catalyst is C(Cl)Cl. The product is [CH3:8][C:9]1[CH:18]=[C:17]([CH2:19][N:20]2[C:28]3[C:23](=[CH:24][C:25]([C:29]([NH:31][CH:32]4[CH2:36][NH:35][CH2:34][CH:33]4[C:44]([O:46][CH3:47])=[O:45])=[O:30])=[CH:26][CH:27]=3)[CH:22]=[CH:21]2)[C:16]2[C:11](=[CH:12][CH:13]=[CH:14][CH:15]=2)[N:10]=1. The yield is 1.00. (2) The reactants are [CH3:1][C:2]([C:4]1[CH:9]=[CH:8][C:7](Cl)=[CH:6][CH:5]=1)=[O:3].[NH:11]1[CH2:16][CH2:15][O:14][CH2:13][CH2:12]1.CC([O-])(C)C.[Na+].C(Cl)(Cl)Cl. The catalyst is C1(C)C=CC=CC=1.C1C=CC(/C=C/C(/C=C/C2C=CC=CC=2)=O)=CC=1.C1C=CC(/C=C/C(/C=C/C2C=CC=CC=2)=O)=CC=1.C1C=CC(/C=C/C(/C=C/C2C=CC=CC=2)=O)=CC=1.[Pd].[Pd].C1(P(C2C=CC=CC=2)C2[C-](N(C)C)C=CC=2)C=CC=CC=1.[CH-]1C=CC=C1.[Fe+2]. The product is [C:2]([C:4]1[CH:9]=[CH:8][C:7]([N:11]2[CH2:16][CH2:15][O:14][CH2:13][CH2:12]2)=[CH:6][CH:5]=1)(=[O:3])[CH3:1]. The yield is 0.740. (3) The reactants are [Si:1]([O:8][CH:9]([CH:28]1[CH2:37][CH2:36][C:35]2[C:30](=[CH:31][CH:32]=[C:33]([O:38][C:39]3[CH:44]=[CH:43][CH:42]=[CH:41][CH:40]=3)[CH:34]=2)[CH2:29]1)[C:10]1[O:11][C:12]([Sn](CCCC)(CCCC)CCCC)=[CH:13][N:14]=1)([C:4]([CH3:7])([CH3:6])[CH3:5])([CH3:3])[CH3:2].Br[C:46]1[CH:51]=[CH:50][CH:49]=[CH:48][N:47]=1. The catalyst is O1CCOCC1.CCOC(C)=O.C1C=CC([P]([Pd]([P](C2C=CC=CC=2)(C2C=CC=CC=2)C2C=CC=CC=2)([P](C2C=CC=CC=2)(C2C=CC=CC=2)C2C=CC=CC=2)[P](C2C=CC=CC=2)(C2C=CC=CC=2)C2C=CC=CC=2)(C2C=CC=CC=2)C2C=CC=CC=2)=CC=1. The product is [Si:1]([O:8][CH:9]([CH:28]1[CH2:37][CH2:36][C:35]2[C:30](=[CH:31][CH:32]=[C:33]([O:38][C:39]3[CH:40]=[CH:41][CH:42]=[CH:43][CH:44]=3)[CH:34]=2)[CH2:29]1)[C:10]1[O:11][C:12]([C:46]2[CH:51]=[CH:50][CH:49]=[CH:48][N:47]=2)=[CH:13][N:14]=1)([C:4]([CH3:6])([CH3:7])[CH3:5])([CH3:2])[CH3:3]. The yield is 0.200. (4) The reactants are C(OC([N:8]1[CH2:13][CH2:12][N:11]([C:14]2[CH:15]=[N:16][C:17]([NH:20][C:21]3[N:22]=[CH:23][C:24]4[CH:30]=[C:29]([O:31][CH2:32][CH2:33][O:34][CH2:35][CH3:36])[C:28](=[O:37])[N:27]([CH:38]5[CH2:42][CH2:41][CH2:40][CH2:39]5)[C:25]=4[N:26]=3)=[CH:18][CH:19]=2)[CH2:10][CH2:9]1)=O)(C)(C)C.[ClH:43]. The catalyst is C(Cl)Cl.CCOCC. The product is [ClH:43].[CH:38]1([N:27]2[C:25]3[N:26]=[C:21]([NH:20][C:17]4[CH:18]=[CH:19][C:14]([N:11]5[CH2:12][CH2:13][NH:8][CH2:9][CH2:10]5)=[CH:15][N:16]=4)[N:22]=[CH:23][C:24]=3[CH:30]=[C:29]([O:31][CH2:32][CH2:33][O:34][CH2:35][CH3:36])[C:28]2=[O:37])[CH2:39][CH2:40][CH2:41][CH2:42]1. The yield is 0.520. (5) The reactants are [OH:1][C:2]1[CH:9]=[CH:8][C:5]([CH:6]=[O:7])=[CH:4][C:3]=1[O:10][CH3:11].C(=O)([O-])[O-].[Li+].[Li+].Cl[C:19]1[C:24]([Cl:25])=[CH:23][C:22]([C:26]([F:29])([F:28])[F:27])=[CH:21][N:20]=1.O. The catalyst is CS(C)=O. The product is [Cl:25][C:24]1[C:19]([O:1][C:2]2[CH:9]=[CH:8][C:5]([CH:6]=[O:7])=[CH:4][C:3]=2[O:10][CH3:11])=[N:20][CH:21]=[C:22]([C:26]([F:28])([F:27])[F:29])[CH:23]=1. The yield is 0.930.